This data is from Full USPTO retrosynthesis dataset with 1.9M reactions from patents (1976-2016). The task is: Predict the reactants needed to synthesize the given product. (1) The reactants are: [N:1]1[CH:6]=[CH:5][C:4]([N:7]2[CH2:31][CH2:30][C:10]3([CH2:14][N:13]([C:15]([N:17]4[CH2:22][CH2:21][CH:20]([O:23][CH2:24][C:25]([O:27]CC)=[O:26])[CH2:19][CH2:18]4)=[O:16])[CH2:12][CH2:11]3)[CH2:9][CH2:8]2)=[CH:3][CH:2]=1.[Li+].[OH-]. Given the product [N:1]1[CH:6]=[CH:5][C:4]([N:7]2[CH2:31][CH2:30][C:10]3([CH2:14][N:13]([C:15]([N:17]4[CH2:18][CH2:19][CH:20]([O:23][CH2:24][C:25]([OH:27])=[O:26])[CH2:21][CH2:22]4)=[O:16])[CH2:12][CH2:11]3)[CH2:9][CH2:8]2)=[CH:3][CH:2]=1, predict the reactants needed to synthesize it. (2) Given the product [CH2:20]([C:19]([C:22]1[CH:27]=[CH:26][C:25]([C:28]#[C:29][C:30]2([OH:36])[CH2:35][CH2:34][O:33][CH2:32][CH2:31]2)=[C:24]([CH3:37])[CH:23]=1)([C:16]1[CH:17]=[CH:18][C:13]([OH:1])=[C:14]([CH3:40])[CH:15]=1)[CH2:38][CH3:39])[CH3:21], predict the reactants needed to synthesize it. The reactants are: [OH-:1].[Na+].COC(=O)CC1C=CC([C:13]2[CH:18]=[CH:17][C:16]([C:19]([CH2:38][CH3:39])([C:22]3[CH:27]=[CH:26][C:25]([C:28]#[C:29][C:30]4([OH:36])[CH2:35][CH2:34][O:33][CH2:32][CH2:31]4)=[C:24]([CH3:37])[CH:23]=3)[CH2:20][CH3:21])=[CH:15][C:14]=2[CH3:40])=CC=1. (3) Given the product [CH3:20][O:21][C:22](=[O:31])[C:23]1[CH:28]=[C:27]([OH:29])[CH:26]=[C:1]([S:2][C:3]2[CH:8]=[CH:7][C:6]([CH3:13])=[CH:5][CH:4]=2)[CH:24]=1, predict the reactants needed to synthesize it. The reactants are: [CH3:1][S:2][C:3]1[CH:8]=[CH:7][C:6](OB(O)O)=[CH:5][CH:4]=1.[CH2:13](N(CC)CC)C.[CH3:20][O:21][C:22](=[O:31])[C:23]1[CH:28]=[C:27]([OH:29])[CH:26]=C(O)[CH:24]=1. (4) The reactants are: [NH2:1][C:2](=[S:14])[C:3]([NH:6][C:7](=[O:13])[O:8][C:9]([CH3:12])([CH3:11])[CH3:10])([CH3:5])[CH3:4].CO[C:17](OC)([N:19]([CH3:21])[CH3:20])[CH3:18]. Given the product [C:9]([O:8][C:7](=[O:13])[NH:6][C:3]([CH3:5])([CH3:4])[C:2]([N:1]=[C:17]([N:19]([CH3:21])[CH3:20])[CH3:18])=[S:14])([CH3:12])([CH3:11])[CH3:10], predict the reactants needed to synthesize it. (5) Given the product [Cl:19][C:20]1[CH:25]=[CH:24][C:23]([C:26]2[CH:31]=[CH:30][C:29]([S:32]([NH:1][C:2]3[CH:11]=[C:10]4[C:5]([CH2:6][CH2:7][NH:8][CH2:9]4)=[CH:4][CH:3]=3)(=[O:34])=[O:33])=[CH:28][CH:27]=2)=[CH:22][CH:21]=1, predict the reactants needed to synthesize it. The reactants are: [NH2:1][C:2]1[CH:11]=[C:10]2[C:5]([CH2:6][CH2:7][N:8](C(OC(C)(C)C)=O)[CH2:9]2)=[CH:4][CH:3]=1.[Cl:19][C:20]1[CH:25]=[CH:24][C:23]([C:26]2[CH:31]=[CH:30][C:29]([S:32](Cl)(=[O:34])=[O:33])=[CH:28][CH:27]=2)=[CH:22][CH:21]=1. (6) Given the product [C:14]1([C@@H:2]([N:36]2[CH2:37][CH2:38][CH2:33][CH2:34][CH2:35]2)[C:3]([OH:5])=[O:4])[CH:15]=[CH:16][CH:17]=[CH:18][CH:19]=1.[OH:39][C:33]1([C:27]2[CH:32]=[CH:31][CH:30]=[CH:29][CH:28]=2)[CH2:38][CH2:37][N:36]([C@H:2]([C:14]2[CH:19]=[CH:18][CH:17]=[CH:16][CH:15]=2)[C:3]([O:5][C@H:6]([C:8]2[CH:13]=[CH:12][CH:11]=[CH:10][CH:9]=2)[CH3:7])=[O:4])[CH2:35][CH2:34]1, predict the reactants needed to synthesize it. The reactants are: Br[CH:2]([C:14]1[CH:19]=[CH:18][CH:17]=[CH:16][CH:15]=1)[C:3]([O:5][C@H:6]([C:8]1[CH:13]=[CH:12][CH:11]=[CH:10][CH:9]=1)[CH3:7])=[O:4].C(N(CC)CC)C.[C:27]1([C:33]2([OH:39])[CH2:38][CH2:37][NH:36][CH2:35][CH2:34]2)[CH:32]=[CH:31][CH:30]=[CH:29][CH:28]=1.